Dataset: Catalyst prediction with 721,799 reactions and 888 catalyst types from USPTO. Task: Predict which catalyst facilitates the given reaction. (1) Reactant: Cl.[NH2:2][CH2:3][C:4]([NH2:6])=[O:5].N1C=CC=CC=1.[Cl:13][C:14]1[CH:15]=[C:16]([C:21]2([C:36]([F:39])([F:38])[F:37])[O:25][N:24]=[C:23]([C:26]3[CH:34]=[CH:33][C:29]([C:30](Cl)=[O:31])=[C:28]([CH3:35])[CH:27]=3)[CH2:22]2)[CH:17]=[C:18]([Cl:20])[CH:19]=1.C(N(CC)CC)C. Product: [C:4]([CH2:3][NH:2][C:30](=[O:31])[C:29]1[CH:33]=[CH:34][C:26]([C:23]2[CH2:22][C:21]([C:16]3[CH:17]=[C:18]([Cl:20])[CH:19]=[C:14]([Cl:13])[CH:15]=3)([C:36]([F:39])([F:38])[F:37])[O:25][N:24]=2)=[CH:27][C:28]=1[CH3:35])(=[O:5])[NH2:6]. The catalyst class is: 4. (2) Reactant: [CH3:1][Si:2]([CH3:29])([CH3:28])[CH2:3][CH2:4][O:5][CH2:6][N:7]1[C:11]2=[N:12][CH:13]=[CH:14][C:15]([C:16]3[CH:17]=[N:18][N:19]([C:21]4([CH2:25][C:26]#[N:27])[CH2:24][NH:23][CH2:22]4)[CH:20]=3)=[C:10]2[CH:9]=[CH:8]1.O=[C:31]1[CH2:36][CH2:35][N:34](C(OC(C)(C)C)=O)[CH2:33][CH2:32]1.C(N(CC)C(C)C)(C)C.C(O[BH-](OC(=O)C)OC(=O)C)(=O)C.[Na+].[ClH:67].O1CCOCC1. Product: [ClH:67].[ClH:67].[ClH:67].[NH:34]1[CH2:35][CH2:36][CH:31]([N:23]2[CH2:22][C:21]([CH2:25][C:26]#[N:27])([N:19]3[CH:20]=[C:16]([C:15]4[CH:14]=[CH:13][N:12]=[C:11]5[N:7]([CH2:6][O:5][CH2:4][CH2:3][Si:2]([CH3:28])([CH3:1])[CH3:29])[CH:8]=[CH:9][C:10]=45)[CH:17]=[N:18]3)[CH2:24]2)[CH2:32][CH2:33]1. The catalyst class is: 1. (3) Reactant: [CH2:1]([N:5]([CH2:23][CH:24]([CH3:26])[CH3:25])[C:6]1[CH:11]=[CH:10][C:9](/[CH:12]=[C:13](\[CH3:19])/[C:14]([O:16][CH2:17][CH3:18])=[O:15])=[CH:8][C:7]=1[N+:20]([O-])=O)[CH:2]([CH3:4])[CH3:3]. Product: [NH2:20][C:7]1[CH:8]=[C:9]([CH2:12][CH:13]([CH3:19])[C:14]([O:16][CH2:17][CH3:18])=[O:15])[CH:10]=[CH:11][C:6]=1[N:5]([CH2:23][CH:24]([CH3:25])[CH3:26])[CH2:1][CH:2]([CH3:4])[CH3:3]. The catalyst class is: 19. (4) Reactant: [F:1][C:2]1[CH:18]=[CH:17][C:5]([CH2:6][O:7][C:8]2[CH:14]=[C:13]([CH3:15])[C:11]([NH2:12])=[C:10]([CH3:16])[CH:9]=2)=[CH:4][CH:3]=1.C(N(CC)CC)C.[C:26]([CH2:30][C:31](Cl)=[O:32])([CH3:29])([CH3:28])[CH3:27].O. Product: [F:1][C:2]1[CH:18]=[CH:17][C:5]([CH2:6][O:7][C:8]2[CH:14]=[C:13]([CH3:15])[C:11]([NH:12][C:31](=[O:32])[CH2:30][C:26]([CH3:29])([CH3:28])[CH3:27])=[C:10]([CH3:16])[CH:9]=2)=[CH:4][CH:3]=1. The catalyst class is: 2.